From a dataset of Reaction yield outcomes from USPTO patents with 853,638 reactions. Predict the reaction yield, written as a fraction of the theoretical maximum amount of product (1.0 means a 100% yield; for example, 0.34 means a 34% yield). (1) The reactants are [OH:1][CH:2]([C:6]1[CH:11]=[CH:10][CH:9]=[CH:8][CH:7]=1)[C:3]([OH:5])=[O:4].CC1C=CC(S(O)(=O)=O)=CC=1.[O:23]1[CH:28]=[CH:27][CH2:26][CH2:25][CH2:24]1. The catalyst is C(Cl)Cl. The product is [C:6]1([CH:2]([O:1][CH:24]2[CH2:25][CH2:26][CH2:27][CH2:28][O:23]2)[C:3]([OH:5])=[O:4])[CH:11]=[CH:10][CH:9]=[CH:8][CH:7]=1. The yield is 0.480. (2) The reactants are [OH:1][C:2]1[CH:7]=[CH:6][C:5]([N:8]2[C:16]3[C:11](=[CH:12][CH:13]=[CH:14][CH:15]=3)[C:10]([C:17](=O)[CH3:18])=[C:9]2[C:20]2[CH:25]=[CH:24][CH:23]=[CH:22][CH:21]=2)=[CH:4][CH:3]=1.Cl.[NH2:27][OH:28].N1C=CC=CC=1. The catalyst is CCO. The product is [OH:1][C:2]1[CH:7]=[CH:6][C:5]([N:8]2[C:16]3[C:11](=[CH:12][CH:13]=[CH:14][CH:15]=3)[C:10]([C:17](=[N:27][OH:28])[CH3:18])=[C:9]2[C:20]2[CH:25]=[CH:24][CH:23]=[CH:22][CH:21]=2)=[CH:4][CH:3]=1. The yield is 0.100. (3) The yield is 0.610. The product is [CH3:33][C:32]([CH3:35])([CH3:34])[C:31](=[O:36])[CH2:30][N:9]1[C:10](=[O:11])[C:5]2[CH:4]=[C:3]([CH2:1][CH3:2])[S:28][C:6]=2[N:7]([CH2:13][C:14]2[CH:19]=[CH:18][C:17]([C:20]3[C:21]([C:26]#[N:27])=[CH:22][CH:23]=[CH:24][CH:25]=3)=[CH:16][CH:15]=2)[C:8]1=[O:12]. The catalyst is C(OCC)(=O)C. The reactants are [CH2:1]([C:3]1[S:28][C:6]2[N:7]([CH2:13][C:14]3[CH:19]=[CH:18][C:17]([C:20]4[C:21]([C:26]#[N:27])=[CH:22][CH:23]=[CH:24][CH:25]=4)=[CH:16][CH:15]=3)[C:8](=[O:12])[NH:9][C:10](=[O:11])[C:5]=2[CH:4]=1)[CH3:2].Br[CH2:30][C:31](=[O:36])[C:32]([CH3:35])([CH3:34])[CH3:33].CN(C)C=O.[H-].[Na+]. (4) The reactants are [C:1]1([CH3:15])[CH:6]=[CH:5][CH:4]=[CH:3][C:2]=1[NH:7][C:8]1[CH:13]=[CH:12][CH:11]=[CH:10][C:9]=1[CH3:14].[S].II.[SH2:19]. No catalyst specified. The product is [CH3:14][C:9]1[C:8]2[NH:7][C:2]3[C:3](=[CH:4][CH:5]=[CH:6][C:1]=3[CH3:15])[S:19][C:13]=2[CH:12]=[CH:11][CH:10]=1. The yield is 0.280.